Predict which catalyst facilitates the given reaction. From a dataset of Catalyst prediction with 721,799 reactions and 888 catalyst types from USPTO. (1) Reactant: [CH3:1][N:2]([C:11]1[CH:12]=[N:13][CH:14]=[CH:15][CH:16]=1)[C:3]1[C:8]([CH2:9][OH:10])=[CH:7][CH:6]=[CH:5][N:4]=1.CC(OI1(OC(C)=O)(OC(C)=O)OC(=O)C2C=CC=CC1=2)=O.S([O-])([O-])(=O)=S.[Na+].[Na+].C(=O)(O)[O-].[Na+]. Product: [CH3:1][N:2]([C:11]1[CH:12]=[N:13][CH:14]=[CH:15][CH:16]=1)[C:3]1[N:4]=[CH:5][CH:6]=[CH:7][C:8]=1[CH:9]=[O:10]. The catalyst class is: 2. (2) Reactant: [H-].[Na+].[CH3:3][N:4]([CH3:7])[CH:5]=[O:6].[Cl:8][C:9]1[CH:14]=[CH:13][CH:12]=[CH:11][C:10]=1[C@H:15]([N:20]1[CH2:25][CH2:24][CH:23]2[S:26][C:27](=[O:29])[CH:28]=[C:22]2[CH2:21]1)[C:16]([O:18][CH3:19])=[O:17].CN(C)C(Cl)=O. Product: [CH3:3][N:4]([CH3:7])[C:5]([O:29][C:27]1[S:26][C:23]2[CH2:24][CH2:25][N:20]([C@@H:15]([C:10]3[CH:11]=[CH:12][CH:13]=[CH:14][C:9]=3[Cl:8])[C:16]([O:18][CH3:19])=[O:17])[CH2:21][C:22]=2[CH:28]=1)=[O:6]. The catalyst class is: 84. (3) Reactant: [Br:1][C:2]1[CH:3]=[CH:4][CH:5]=[C:6]2[C:10]=1[N:9]([CH2:11][C:12]([N:14]1[CH2:19][CH2:18][O:17][CH2:16][CH2:15]1)=O)[C:8]([C:20]([O:22][CH2:23][CH3:24])=[O:21])=[C:7]2[CH2:25][CH2:26][CH2:27][O:28][C:29]1[C:38]2[C:33](=[CH:34][CH:35]=[CH:36][CH:37]=2)[CH:32]=[CH:31][CH:30]=1.B.C1COCC1. Product: [Br:1][C:2]1[CH:3]=[CH:4][CH:5]=[C:6]2[C:10]=1[N:9]([CH2:11][CH2:12][N:14]1[CH2:19][CH2:18][O:17][CH2:16][CH2:15]1)[C:8]([C:20]([O:22][CH2:23][CH3:24])=[O:21])=[C:7]2[CH2:25][CH2:26][CH2:27][O:28][C:29]1[C:38]2[C:33](=[CH:34][CH:35]=[CH:36][CH:37]=2)[CH:32]=[CH:31][CH:30]=1. The catalyst class is: 1. (4) Reactant: [Cl:1][C:2]1[CH:3]=[CH:4][C:5]2[S:9][C:8](/[CH:10]=[CH:11]/[C:12](O)=[O:13])=[CH:7][C:6]=2[CH:15]=1.CCN(CC)CC.ClC(OCC(C)C)=O.[N-:31]=[N+:32]=[N-:33].[Na+]. Product: [Cl:1][C:2]1[CH:3]=[CH:4][C:5]2[S:9][C:8](/[CH:10]=[CH:11]/[C:12]([N:31]=[N+:32]=[N-:33])=[O:13])=[CH:7][C:6]=2[CH:15]=1. The catalyst class is: 95.